Dataset: KCNQ2 potassium channel screen with 302,405 compounds. Task: Binary Classification. Given a drug SMILES string, predict its activity (active/inactive) in a high-throughput screening assay against a specified biological target. (1) The drug is o1c(CN2CCN(CC2)c2c(OC)cccc2)cc(=O)c(OCC(=O)NCCC)c1. The result is 0 (inactive). (2) The compound is Clc1c([N+]([O-])=O)cc(cc1)/C=N\NS(=O)(=O)c1ccc(cc1)C. The result is 0 (inactive). (3) The molecule is O=C(NN\C=C1\c2c(N=C1C)cccc2)CCC(=O)Nc1ccccc1. The result is 0 (inactive). (4) The compound is Brc1cc(C(=O)NC2CCCc3c2cccc3)ccc1OC. The result is 0 (inactive). (5) The compound is O=C(N1C2CCC1C(=C(C2)c1ccccc1)C(OC)=O)NCC1CC1. The result is 0 (inactive).